From a dataset of Reaction yield outcomes from USPTO patents with 853,638 reactions. Predict the reaction yield, written as a fraction of the theoretical maximum amount of product (1.0 means a 100% yield; for example, 0.34 means a 34% yield). (1) The product is [CH3:1][C:2]1([CH3:22])[N:7]2[N:8]=[CH:9][C:10]([C:11]([OH:13])=[O:12])=[C:6]2[NH:5][CH:4]([C:16]2[CH:21]=[CH:20][CH:19]=[CH:18][CH:17]=2)[CH2:3]1. The yield is 0.830. The reactants are [CH3:1][C:2]1([CH3:22])[N:7]2[N:8]=[CH:9][C:10]([C:11]([O:13]CC)=[O:12])=[C:6]2[NH:5][CH:4]([C:16]2[CH:21]=[CH:20][CH:19]=[CH:18][CH:17]=2)[CH2:3]1.[OH-].[K+].O.Cl. The catalyst is CCO. (2) The reactants are Br[CH2:2][CH:3]([CH3:5])[CH3:4].[OH:6][C:7]1[C:11]([CH3:12])=[CH:10][N:9]([C:13](=[O:15])[CH3:14])[N:8]=1.C(=O)([O-])[O-].[K+].[K+].CN(C=O)C. The catalyst is CCOC(C)=O.O. The product is [CH2:2]([O:6][C:7]1[C:11]([CH3:12])=[CH:10][N:9]([C:13](=[O:15])[CH3:14])[N:8]=1)[CH:3]([CH3:5])[CH3:4]. The yield is 0.850. (3) The reactants are [OH-].[Na+].[CH:3]12[CH2:12][CH:7]3[CH2:8][CH:9]([CH2:11][CH:5]([CH2:6]3)[CH:4]1[NH:13][C:14]([C:16]1[CH:17]=[N:18][N:19]([C:25]3[CH:34]=[CH:33][C:28]([C:29]([O:31]C)=[O:30])=[CH:27][CH:26]=3)[C:20]=1[C:21]([CH3:24])([CH3:23])[CH3:22])=[O:15])[CH2:10]2. The catalyst is CO. The product is [CH:3]12[CH2:10][CH:9]3[CH2:8][CH:7]([CH2:6][CH:5]([CH2:11]3)[CH:4]1[NH:13][C:14]([C:16]1[CH:17]=[N:18][N:19]([C:25]3[CH:34]=[CH:33][C:28]([C:29]([OH:31])=[O:30])=[CH:27][CH:26]=3)[C:20]=1[C:21]([CH3:23])([CH3:24])[CH3:22])=[O:15])[CH2:12]2. The yield is 0.800. (4) The reactants are Cl.Cl[CH2:3][CH2:4][N:5]1[CH2:10][CH2:9][O:8][CH2:7][CH2:6]1.C(=O)([O-])[O-].[Cs+].[Cs+].[CH3:17][C:18]1[O:19][C:20]2[CH:26]=[C:25]([O:27][C:28]3[C:37]4[C:32](=[CH:33][C:34]([OH:38])=[CH:35][CH:36]=4)[N:31]=[CH:30][CH:29]=3)[CH:24]=[CH:23][C:21]=2[CH:22]=1. The catalyst is CC#N.[Cl-].[Na+].O. The product is [CH3:17][C:18]1[O:19][C:20]2[CH:26]=[C:25]([O:27][C:28]3[C:37]4[C:32](=[CH:33][C:34]([O:38][CH2:3][CH2:4][N:5]5[CH2:10][CH2:9][O:8][CH2:7][CH2:6]5)=[CH:35][CH:36]=4)[N:31]=[CH:30][CH:29]=3)[CH:24]=[CH:23][C:21]=2[CH:22]=1. The yield is 0.420. (5) The reactants are [CH2:1]([N:3]1[C:7](=[NH:8])/[C:6](=[CH:9]/[C:10]2[CH:15]=[CH:14][C:13]([O:16]CC3C=CC(OC)=CC=3)=[C:12]([O:26][CH3:27])[CH:11]=2)/[N:5]([CH3:28])[C:4]1=[O:29])[CH3:2]. The catalyst is FC(F)(F)C(O)=O. The product is [CH2:1]([N:3]1[C:7](=[NH:8])/[C:6](=[CH:9]\[C:10]2[CH:15]=[CH:14][C:13]([OH:16])=[C:12]([O:26][CH3:27])[CH:11]=2)/[N:5]([CH3:28])[C:4]1=[O:29])[CH3:2]. The yield is 0.810. (6) The reactants are [CH:1]1([C:4]2[C:13]3[C:8](=[CH:9][CH:10]=[CH:11][CH:12]=3)[C:7]([N+:14]([O-])=O)=[CH:6][CH:5]=2)[CH2:3][CH2:2]1. The catalyst is C(O)C.[Pd]. The product is [NH2:14][C:7]1[C:8]2[C:13](=[CH:12][CH:11]=[CH:10][CH:9]=2)[C:4]([CH:1]2[CH2:3][CH2:2]2)=[CH:5][CH:6]=1. The yield is 0.730. (7) The reactants are C(N(CC)CC)C.[CH:8]1[CH:13]=[C:12]([N+:14]([O-:16])=[O:15])[C:11]([S:17](Cl)(=[O:19])=[O:18])=[CH:10][CH:9]=1.Cl.[NH2:22][C@H:23]([C@H:26]1[O:30][C:29](=[O:31])[C@H:28]([CH3:32])[CH2:27]1)[CH2:24][OH:25].O1CCCC1. The catalyst is O. The product is [OH:25][CH2:24][C@H:23]([NH:22][S:17]([C:11]1[CH:10]=[CH:9][CH:8]=[CH:13][C:12]=1[N+:14]([O-:16])=[O:15])(=[O:19])=[O:18])[C@@H:26]1[CH2:27][C@@H:28]([CH3:32])[C:29](=[O:31])[O:30]1. The yield is 0.560. (8) The reactants are O1[CH2:5][CH2:4][CH2:3][CH2:2]1.[Cl:6][C:7]1[CH:12]=[C:11]([C:13]([F:16])([F:15])[F:14])[CH:10]=[C:9](Cl)[N:8]=1.C([Mg]Cl)CCC. The catalyst is [Fe](Cl)(Cl)Cl.O. The yield is 0.570. The product is [CH2:2]([C:9]1[CH:10]=[C:11]([C:13]([F:15])([F:16])[F:14])[CH:12]=[C:7]([Cl:6])[N:8]=1)[CH2:3][CH2:4][CH3:5]. (9) The reactants are [NH2:1][C:2]1[CH:3]=[C:4]([S:8]([NH2:11])(=[O:10])=[O:9])[CH:5]=[CH:6][CH:7]=1.[F:12][C:13]1[CH:21]=[C:20]([CH3:22])[C:19]([F:23])=[CH:18][C:14]=1[C:15](O)=[O:16].CN(C(ON1N=NC2C=CC=NC1=2)=[N+](C)C)C.F[P-](F)(F)(F)(F)F.CN1CCOCC1.Cl. The catalyst is CN(C=O)C. The product is [F:12][C:13]1[CH:21]=[C:20]([CH3:22])[C:19]([F:23])=[CH:18][C:14]=1[C:15]([NH:1][C:2]1[CH:7]=[CH:6][CH:5]=[C:4]([S:8](=[O:9])(=[O:10])[NH2:11])[CH:3]=1)=[O:16]. The yield is 0.940. (10) The reactants are [CH3:1][C:2]1[CH:33]=[CH:32][CH:31]=[C:30]([CH3:34])[C:3]=1[O:4][C:5]1[CH:6]=[C:7]([CH:11]=[CH:12][C:13]=1[C:14]1[C:15]2[CH:24]=[C:23]([C:25](=[O:29])[NH:26][CH2:27][CH3:28])[NH:22][C:16]=2[C:17](=[O:21])[N:18]([CH3:20])[CH:19]=1)[C:8](O)=[O:9].C(N(C(C)C)CC)(C)C.F[P-](F)(F)(F)(F)F.N1(OC(N(C)C)=[N+](C)C)C2N=CC=CC=2N=N1.[CH3:68][NH:69][C:70](=[O:80])[CH2:71][NH:72][CH2:73][C:74]1[CH:79]=[CH:78][CH:77]=[CH:76][N:75]=1. The catalyst is CN(C)C(=O)C. The product is [CH3:34][C:30]1[CH:31]=[CH:32][CH:33]=[C:2]([CH3:1])[C:3]=1[O:4][C:5]1[CH:6]=[C:7]([C:8](=[O:9])[N:72]([CH2:71][C:70]([NH:69][CH3:68])=[O:80])[CH2:73][C:74]2[CH:79]=[CH:78][CH:77]=[CH:76][N:75]=2)[CH:11]=[CH:12][C:13]=1[C:14]1[C:15]2[CH:24]=[C:23]([C:25]([NH:26][CH2:27][CH3:28])=[O:29])[NH:22][C:16]=2[C:17](=[O:21])[N:18]([CH3:20])[CH:19]=1. The yield is 0.640.